From a dataset of Peptide-MHC class II binding affinity with 134,281 pairs from IEDB. Regression. Given a peptide amino acid sequence and an MHC pseudo amino acid sequence, predict their binding affinity value. This is MHC class II binding data. The peptide sequence is PEFQSIVQTLNAMPE. The MHC is DRB1_0405 with pseudo-sequence DRB1_0405. The binding affinity (normalized) is 0.620.